This data is from Catalyst prediction with 721,799 reactions and 888 catalyst types from USPTO. The task is: Predict which catalyst facilitates the given reaction. (1) Reactant: [Br:1][C:2]1[C:10]2[C:9](Cl)=[N:8][C:7]([Cl:12])=[N:6][C:5]=2[NH:4][CH:3]=1.[CH:13]1([NH2:17])[CH2:16][CH2:15][CH2:14]1.C(Cl)Cl.O. Product: [Br:1][C:2]1[C:10]2[C:9]([NH:17][CH:13]3[CH2:16][CH2:15][CH2:14]3)=[N:8][C:7]([Cl:12])=[N:6][C:5]=2[NH:4][CH:3]=1. The catalyst class is: 51. (2) Reactant: [Br:1][C:2]1[CH:7]=[C:6]([I:8])[CH:5]=[C:4]([CH2:9]Cl)[CH:3]=1.[K][N:12]1[C:20](=[O:21])[C:19]2[C:14](=[CH:15][CH:16]=[CH:17][CH:18]=2)[C:13]1=[O:22]. Product: [Br:1][C:2]1[CH:3]=[C:4]([CH2:9][N:12]2[C:20](=[O:21])[C:19]3[C:14](=[CH:15][CH:16]=[CH:17][CH:18]=3)[C:13]2=[O:22])[CH:5]=[C:6]([I:8])[CH:7]=1. The catalyst class is: 18.